Dataset: Catalyst prediction with 721,799 reactions and 888 catalyst types from USPTO. Task: Predict which catalyst facilitates the given reaction. (1) Reactant: Cl.[N:2]1[C:11]2[C:6](=[CH:7][CH:8]=[CH:9][CH:10]=2)[CH:5]=[C:4]([C:12]2[C:20]3[N:19]4[CH:21]=[CH:22][CH:23]=[C:18]4[C:17](=[N:24][OH:25])[C:16]=3[CH:15]=[CH:14][CH:13]=2)[CH:3]=1.[CH2:26]([OH:28])[CH3:27].O. Product: [C:26]([OH:25])(=[O:28])[CH3:27].[N:2]1[C:11]2[C:6](=[CH:7][CH:8]=[CH:9][CH:10]=2)[CH:5]=[C:4]([C:12]2[C:20]3[N:19]4[CH:21]=[CH:22][CH:23]=[C:18]4[CH:17]([NH2:24])[C:16]=3[CH:15]=[CH:14][CH:13]=2)[CH:3]=1. The catalyst class is: 183. (2) Reactant: CC(C)([O-:4])C.[K+].[Cl:7][C:8]1[CH:13]=[CH:12][N:11]=[CH:10][C:9]=1[N+:14]([O-:16])=[O:15].CC(OO)(C)C. Product: [Cl:7][C:8]1[C:9]([N+:14]([O-:16])=[O:15])=[CH:10][NH:11][C:12](=[O:4])[CH:13]=1. The catalyst class is: 1. (3) Reactant: [C:1]([O:5][C:6](=[O:29])[CH2:7][CH2:8][O:9][CH2:10][CH2:11][O:12][CH2:13][CH2:14][NH:15][CH:16]1[CH2:21][CH2:20][N:19]([C:22]([O:24][C:25]([CH3:28])([CH3:27])[CH3:26])=[O:23])[CH2:18][CH2:17]1)([CH3:4])([CH3:3])[CH3:2].[C:30]1(=[O:36])[O:35][C:33](=[O:34])[CH2:32][CH2:31]1. Product: [C:25]([O:24][C:22]([N:19]1[CH2:18][CH2:17][CH:16]([N:15]([C:30](=[O:36])[CH2:31][CH2:32][C:33]([OH:35])=[O:34])[CH2:14][CH2:13][O:12][CH2:11][CH2:10][O:9][CH2:8][CH2:7][C:6](=[O:29])[O:5][C:1]([CH3:3])([CH3:4])[CH3:2])[CH2:21][CH2:20]1)=[O:23])([CH3:28])([CH3:27])[CH3:26]. The catalyst class is: 119. (4) The catalyst class is: 32. Product: [CH3:12][C:13]1[CH:14]=[C:15]([CH3:16])[N:1]([C:3]2[CH:4]=[CH:5][C:6]([C:7]([OH:9])=[O:8])=[CH:10][CH:11]=2)[N:2]=1. Reactant: [NH:1]([C:3]1[CH:11]=[CH:10][C:6]([C:7]([OH:9])=[O:8])=[CH:5][CH:4]=1)[NH2:2].[CH3:12][C:13](=O)[CH2:14][C:15](=O)[CH3:16]. (5) Reactant: C([C:3]1[N:8]=[C:7]2[C:9]([C:19](=[O:28])[NH:20][C@H:21]3[CH2:26][CH2:25][CH2:24][CH2:23][C@@H:22]3[OH:27])=[CH:10][N:11]([C:12](OC(C)(C)C)=O)[C:6]2=[CH:5][CH:4]=1)#N.C(=O)([O-])[O-].[Cs+].[Cs+]. Product: [OH:27][C@H:22]1[CH2:23][CH2:24][CH2:25][CH2:26][C@@H:21]1[NH:20][C:19]([C:9]1[C:7]2=[N:8][CH:3]=[CH:4][CH:5]=[C:6]2[N:11]([CH2:12][C:5]2[CH:4]=[CH:3][N:8]=[CH:7][CH:6]=2)[CH:10]=1)=[O:28]. The catalyst class is: 3. (6) Reactant: Cl.Cl.[NH:3]1[CH2:8][CH2:7][CH:6]([NH:9][C:10]2[N:15]=[CH:14][C:13](/[CH:16]=[CH:17]/[C:18]([O:20][CH2:21][CH3:22])=[O:19])=[CH:12][CH:11]=2)[CH2:5][CH2:4]1.CCN(CC)CC.[C:30](Cl)(=[O:37])[C:31]1[CH:36]=[CH:35][CH:34]=[CH:33][CH:32]=1.O. Product: [C:30]([N:3]1[CH2:8][CH2:7][CH:6]([NH:9][C:10]2[N:15]=[CH:14][C:13](/[CH:16]=[CH:17]/[C:18]([O:20][CH2:21][CH3:22])=[O:19])=[CH:12][CH:11]=2)[CH2:5][CH2:4]1)(=[O:37])[C:31]1[CH:36]=[CH:35][CH:34]=[CH:33][CH:32]=1. The catalyst class is: 3. (7) The catalyst class is: 1. Reactant: [H-].[H-].[H-].[H-].[Li+].[Al+3].[C:7]1(=O)[NH:11][C:10](=O)[CH:9]2[CH2:13][CH2:14][CH:15]=[CH:16][CH:8]12. Product: [CH:10]1[NH:11][CH:7]=[C:8]2[C:9]=1[CH:13]=[CH:14][CH:15]=[CH:16]2. (8) The catalyst class is: 58. Reactant: C(=O)([O-])N.[C:5]([O:9][C:10]([N:12]([C:20]1[C:25]([CH3:27])([CH3:26])[S:24](=[O:29])(=[O:28])[C@@H:23]([CH2:30][C@@H:31]([OH:33])[CH3:32])[C@:22]([C:35]2[CH:40]=[C:39]([N+:41]([O-:43])=[O:42])[CH:38]=[CH:37][C:36]=2F)([CH3:34])[N:21]=1)[C:13](=[O:19])[O:14][C:15]([CH3:18])([CH3:17])[CH3:16])=[O:11])([CH3:8])([CH3:7])[CH3:6].C(=O)([O-])[O-].[Cs+].[Cs+]. Product: [CH3:27][C:25]1([CH3:26])[S:24](=[O:29])(=[O:28])[C@@H:23]2[CH2:30][C@H:31]([CH3:32])[O:33][C:36]3[CH:37]=[CH:38][C:39]([N+:41]([O-:43])=[O:42])=[CH:40][C:35]=3[C@@:22]2([CH3:34])[N:21]=[C:20]1[N:12]([C:10]([O:9][C:5]([CH3:8])([CH3:7])[CH3:6])=[O:11])[C:13](=[O:19])[O:14][C:15]([CH3:16])([CH3:18])[CH3:17]. (9) Reactant: [NH:1]([C:10]([O:12][C:13]([CH3:16])([CH3:15])[CH3:14])=[O:11])[C@H:2]([C:7]([OH:9])=O)[CH2:3][CH:4]([CH3:6])[CH3:5].CS(O)(=O)=O.N(C(OC(C)(C)C)=O)[C@@H](C(O)=O)CC(C)C.C1C=C2N=NN(O)C2=CC=1.O.N[C@H](C([NH:57][C@H:58]([C:76]([N:78]1[CH2:87][CH2:86][CH2:85][C@H:79]1[C:80]([NH:82][CH2:83][CH3:84])=[O:81])=[O:77])[CH2:59][CH2:60][CH2:61][NH:62][C:63](=[NH:75])[NH:64][S:65]([C:68]1[CH:74]=[CH:73][C:71]([CH3:72])=[CH:70][CH:69]=1)(=[O:67])=[O:66])=O)CC(C)C.CCN=C=NCCCN(C)C.Cl. Product: [NH:1]([C:10]([O:12][C:13]([CH3:16])([CH3:15])[CH3:14])=[O:11])[C@H:2]([C:7]([NH:57][C@H:58]([C:76]([N:78]1[CH2:87][CH2:86][CH2:85][C@H:79]1[C:80]([NH:82][CH2:83][CH3:84])=[O:81])=[O:77])[CH2:59][CH2:60][CH2:61][NH:62][C:63](=[NH:75])[NH:64][S:65]([C:68]1[CH:69]=[CH:70][C:71]([CH3:72])=[CH:73][CH:74]=1)(=[O:67])=[O:66])=[O:9])[CH2:3][CH:4]([CH3:5])[CH3:6]. The catalyst class is: 236. (10) Reactant: [NH2:1][C:2]1[CH:7]=[CH:6][C:5]([CH:8]2[O:13][CH2:12][CH2:11][N:10]([C:14]([O:16][C:17]([CH3:20])([CH3:19])[CH3:18])=[O:15])[CH2:9]2)=[CH:4][C:3]=1[Br:21].ClC(Cl)(OC(=O)OC(Cl)(Cl)Cl)Cl.[C:34](=[O:37])([O-])[O-].[Na+].[Na+].[Cl:40][C:41]1[N:46]=[CH:45][C:44]([NH2:47])=[CH:43][CH:42]=1. Product: [C:17]([O:16][C:14]([N:10]1[CH2:11][CH2:12][O:13][CH:8]([C:5]2[CH:6]=[CH:7][C:2]([NH:1][C:34]([NH:47][C:44]3[CH:45]=[N:46][C:41]([Cl:40])=[CH:42][CH:43]=3)=[O:37])=[C:3]([Br:21])[CH:4]=2)[CH2:9]1)=[O:15])([CH3:18])([CH3:20])[CH3:19]. The catalyst class is: 46.